From a dataset of Peptide-MHC class II binding affinity with 134,281 pairs from IEDB. Regression. Given a peptide amino acid sequence and an MHC pseudo amino acid sequence, predict their binding affinity value. This is MHC class II binding data. (1) The peptide sequence is LCQVFADATPTGWGL. The MHC is DRB1_0301 with pseudo-sequence DRB1_0301. The binding affinity (normalized) is 0.619. (2) The peptide sequence is GELQIVDKIDAAYKI. The MHC is DRB4_0101 with pseudo-sequence DRB4_0103. The binding affinity (normalized) is 0.828. (3) The peptide sequence is AFKVDATAANAAPAN. The MHC is DRB1_0901 with pseudo-sequence DRB1_0901. The binding affinity (normalized) is 0.556. (4) The peptide sequence is EWEFVNTPPLVKLWY. The MHC is DRB1_0405 with pseudo-sequence DRB1_0405. The binding affinity (normalized) is 0.597. (5) The peptide sequence is KLRSAGELELQFRRV. The MHC is DRB1_0301 with pseudo-sequence DRB1_0301. The binding affinity (normalized) is 0.246. (6) The peptide sequence is NNAHHVCWLEASMLL. The MHC is DRB1_0301 with pseudo-sequence DRB1_0301. The binding affinity (normalized) is 0.331. (7) The peptide sequence is EKKYFAATQFECLAA. The MHC is HLA-DPA10103-DPB10601 with pseudo-sequence HLA-DPA10103-DPB10601. The binding affinity (normalized) is 0.844. (8) The peptide sequence is VCGMFTNRSGSQQWR. The MHC is HLA-DQA10102-DQB10502 with pseudo-sequence HLA-DQA10102-DQB10502. The binding affinity (normalized) is 0.